From a dataset of Forward reaction prediction with 1.9M reactions from USPTO patents (1976-2016). Predict the product of the given reaction. Given the reactants Cl[C:2]1[N:7]=[C:6]([S:8][CH3:9])[N:5]=[C:4]([NH:10][CH2:11][CH2:12][OH:13])[CH:3]=1.[F:14][C:15]([F:26])([F:25])[C:16]1[CH:17]=[C:18](B(O)O)[CH:19]=[CH:20][CH:21]=1.C(=O)([O-])[O-].[Na+].[Na+].NCC(O)CO, predict the reaction product. The product is: [CH3:9][S:8][C:6]1[N:5]=[C:4]([NH:10][CH2:11][CH2:12][OH:13])[CH:3]=[C:2]([C:20]2[CH:19]=[CH:18][CH:17]=[C:16]([C:15]([F:26])([F:25])[F:14])[CH:21]=2)[N:7]=1.